This data is from Full USPTO retrosynthesis dataset with 1.9M reactions from patents (1976-2016). The task is: Predict the reactants needed to synthesize the given product. (1) Given the product [C:11]([NH:4][C:3]1[C:2](=[CH:8][CH:7]=[CH:6][CH:5]=1)[C:1]([OH:10])=[O:9])(=[O:13])[CH3:12], predict the reactants needed to synthesize it. The reactants are: [C:1]([OH:10])(=[O:9])[C:2]1[C:3](=[CH:5][CH:6]=[CH:7][CH:8]=1)[NH2:4].[C:11](OC(=O)C)(=[O:13])[CH3:12]. (2) The reactants are: [F:1][C:2]1[CH:31]=[CH:30][CH:29]=[C:28]([F:32])[C:3]=1[C:4]([N:6]1[C:11](=[O:12])[N:10]([C:13]2[CH:18]=[CH:17][C:16]([S:19][C:20]([F:26])([F:25])[C:21]([F:24])([F:23])[F:22])=[CH:15][C:14]=2[F:27])[CH2:9][O:8][CH2:7]1)=[O:5].C1C=C(Cl)C=C(C(OO)=[O:41])C=1. Given the product [F:32][C:28]1[CH:29]=[CH:30][CH:31]=[C:2]([F:1])[C:3]=1[C:4]([N:6]1[C:11](=[O:12])[N:10]([C:13]2[CH:18]=[CH:17][C:16]([S:19]([C:20]([F:26])([F:25])[C:21]([F:22])([F:23])[F:24])=[O:41])=[CH:15][C:14]=2[F:27])[CH2:9][O:8][CH2:7]1)=[O:5], predict the reactants needed to synthesize it. (3) Given the product [Cl:29][C:25]1[CH:24]=[C:23]([CH2:22][N:3]2[C:4]3[CH:10]=[C:9]([N:11]4[CH2:16][CH2:15][O:14][CH2:13][CH2:12]4)[CH:8]=[C:7]([C:17]([OH:19])=[O:18])[C:5]=3[N:6]=[C:2]2[CH3:1])[CH:28]=[CH:27][CH:26]=1, predict the reactants needed to synthesize it. The reactants are: [CH3:1][C:2]1[NH:6][C:5]2[C:7]([C:17]([O:19]C)=[O:18])=[CH:8][C:9]([N:11]3[CH2:16][CH2:15][O:14][CH2:13][CH2:12]3)=[CH:10][C:4]=2[N:3]=1.Br[CH2:22][C:23]1[CH:28]=[CH:27][CH:26]=[C:25]([Cl:29])[CH:24]=1.C(=O)([O-])[O-].[K+].[K+].[OH-].[Li+]. (4) Given the product [Cl:16][C:13]1[CH:12]=[C:11]([C:2](=[CH2:3])[C:4]([F:7])([F:6])[F:5])[CH:10]=[C:9]([Cl:8])[C:14]=1[F:15], predict the reactants needed to synthesize it. The reactants are: Br[C:2]([C:4]([F:7])([F:6])[F:5])=[CH2:3].[Cl:8][C:9]1[CH:10]=[C:11](B2OC(C)(C)C(C)(C)O2)[CH:12]=[C:13]([Cl:16])[C:14]=1[F:15].C([O-])([O-])=O.[Na+].[Na+].O. (5) Given the product [OH:21][C:17]1[CH:16]=[C:15]2[C:20]([CH:11]([CH2:10][CH2:9][CH2:8][CH2:7][CH2:6][CH2:5][CH2:4][CH2:3][CH2:2][NH:1][S:41]([CH2:40][CH2:39][CH2:38][C:37]([F:36])([F:49])[C:45]([F:46])([F:47])[F:48])(=[O:43])=[O:42])[C:12]([C:26]3[CH:31]=[CH:30][C:29]([OH:32])=[CH:28][CH:27]=3)([CH3:25])[CH2:13][O:14]2)=[CH:19][CH:18]=1, predict the reactants needed to synthesize it. The reactants are: [NH2:1][CH2:2][CH2:3][CH2:4][CH2:5][CH2:6][CH2:7][CH2:8][CH2:9][CH2:10][CH:11]1[C:20]2[C:15](=[CH:16][C:17]([O:21]COC)=[CH:18][CH:19]=2)[O:14][CH2:13][C:12]1([C:26]1[CH:31]=[CH:30][C:29]([O:32]COC)=[CH:28][CH:27]=1)[CH3:25].[F:36][C:37]([F:49])([C:45]([F:48])([F:47])[F:46])[CH2:38][CH2:39][CH2:40][S:41](Cl)(=[O:43])=[O:42].C(N(CC)CC)C. (6) The reactants are: [CH2:1]([C:8]1[O:9][C:10]([CH3:28])=[C:11]([CH3:27])[C:12]=1[C:13]([C:15]1[CH:20]=[CH:19][C:18]([OH:21])=[C:17]([CH:22]2[CH2:26][CH2:25][CH2:24][CH2:23]2)[CH:16]=1)=[O:14])[C:2]1[CH:7]=[CH:6][CH:5]=[CH:4][CH:3]=1.Cl[S:30]([C:33]1[CH:41]=[CH:40][C:36]([C:37]([OH:39])=[O:38])=[C:35]([OH:42])[CH:34]=1)(=[O:32])=[O:31]. Given the product [CH2:1]([C:8]1[O:9][C:10]([CH3:28])=[C:11]([CH3:27])[C:12]=1[C:13]([C:15]1[CH:20]=[CH:19][C:18]([O:21][S:30]([C:33]2[CH:41]=[CH:40][C:36]([C:37]([OH:39])=[O:38])=[C:35]([OH:42])[CH:34]=2)(=[O:32])=[O:31])=[C:17]([CH:22]2[CH2:26][CH2:25][CH2:24][CH2:23]2)[CH:16]=1)=[O:14])[C:2]1[CH:3]=[CH:4][CH:5]=[CH:6][CH:7]=1, predict the reactants needed to synthesize it. (7) Given the product [CH2:1]([O:8][C:9]1[CH:16]=[CH:15][C:12]([CH:13]=[C:27]([N+:24]([O-:26])=[O:25])[CH3:28])=[CH:11][C:10]=1[O:17][CH3:18])[C:2]1[CH:7]=[CH:6][CH:5]=[CH:4][CH:3]=1, predict the reactants needed to synthesize it. The reactants are: [CH2:1]([O:8][C:9]1[CH:16]=[CH:15][C:12]([CH:13]=O)=[CH:11][C:10]=1[O:17][CH3:18])[C:2]1[CH:7]=[CH:6][CH:5]=[CH:4][CH:3]=1.C([O-])(=O)C.[NH4+].[N+:24]([CH2:27][CH3:28])([O-:26])=[O:25].